This data is from Forward reaction prediction with 1.9M reactions from USPTO patents (1976-2016). The task is: Predict the product of the given reaction. Given the reactants N12CCC(CC1)[C@@H]([NH:9][CH2:10][C:11]1[C:19]3[C:18]([C:20]([O-])=O)=[CH:17][CH:16]=[CH:15][C:14]=3[NH:13][N:12]=1)C2.[Li+].[CH:24]([N:27](CC)[CH:28]([CH3:30])C)(C)[CH3:25].CCCP1(OP(CCC)(=O)OP([CH2:48][CH2:49][CH3:50])(=O)O1)=O.CN(C)C=[O:54], predict the reaction product. The product is: [N:27]12[CH2:48][CH2:49][CH:50]([CH2:30][CH2:28]1)[CH:25]([C@@H:9]1[C:20](=[O:54])[C:18]3[C:19]4=[C:14]([NH:13][N:12]=[C:11]4[CH2:10]1)[CH:15]=[N:16][CH:17]=3)[CH2:24]2.